This data is from Merck oncology drug combination screen with 23,052 pairs across 39 cell lines. The task is: Regression. Given two drug SMILES strings and cell line genomic features, predict the synergy score measuring deviation from expected non-interaction effect. (1) Drug 1: CC1CC2C3CCC4=CC(=O)C=CC4(C)C3(F)C(O)CC2(C)C1(O)C(=O)CO. Drug 2: CS(=O)(=O)CCNCc1ccc(-c2ccc3ncnc(Nc4ccc(OCc5cccc(F)c5)c(Cl)c4)c3c2)o1. Cell line: MDAMB436. Synergy scores: synergy=-9.54. (2) Drug 1: COc1cccc2c1C(=O)c1c(O)c3c(c(O)c1C2=O)CC(O)(C(=O)CO)CC3OC1CC(N)C(O)C(C)O1. Drug 2: NC(=O)c1cccc2cn(-c3ccc(C4CCCNC4)cc3)nc12. Cell line: NCIH460. Synergy scores: synergy=1.68. (3) Drug 1: COC12C(COC(N)=O)C3=C(C(=O)C(C)=C(N)C3=O)N1CC1NC12. Drug 2: O=C(CCCCCCC(=O)Nc1ccccc1)NO. Cell line: HT144. Synergy scores: synergy=1.72. (4) Synergy scores: synergy=13.1. Cell line: T47D. Drug 2: Cc1nc(Nc2ncc(C(=O)Nc3c(C)cccc3Cl)s2)cc(N2CCN(CCO)CC2)n1. Drug 1: CN(C)C(=N)N=C(N)N. (5) Drug 1: O=C(O)C1(Cc2cccc(Nc3nccs3)n2)CCC(Oc2cccc(Cl)c2F)CC1. Drug 2: COC1CC2CCC(C)C(O)(O2)C(=O)C(=O)N2CCCCC2C(=O)OC(C(C)CC2CCC(OP(C)(C)=O)C(OC)C2)CC(=O)C(C)C=C(C)C(O)C(OC)C(=O)C(C)CC(C)C=CC=CC=C1C. Cell line: CAOV3. Synergy scores: synergy=35.0. (6) Drug 1: COC12C(COC(N)=O)C3=C(C(=O)C(C)=C(N)C3=O)N1CC1NC12. Drug 2: CNC(=O)c1cc(Oc2ccc(NC(=O)Nc3ccc(Cl)c(C(F)(F)F)c3)cc2)ccn1. Cell line: T47D. Synergy scores: synergy=-21.2. (7) Drug 1: N#Cc1ccc(Cn2cncc2CN2CCN(c3cccc(Cl)c3)C(=O)C2)cc1. Drug 2: CC(C)CC(NC(=O)C(Cc1ccccc1)NC(=O)c1cnccn1)B(O)O. Cell line: T47D. Synergy scores: synergy=-18.9. (8) Drug 1: N#Cc1ccc(Cn2cncc2CN2CCN(c3cccc(Cl)c3)C(=O)C2)cc1. Drug 2: CCC1(O)C(=O)OCc2c1cc1n(c2=O)Cc2cc3c(CN(C)C)c(O)ccc3nc2-1. Cell line: A427. Synergy scores: synergy=23.7. (9) Drug 1: C#Cc1cccc(Nc2ncnc3cc(OCCOC)c(OCCOC)cc23)c1. Drug 2: Cn1c(=O)n(-c2ccc(C(C)(C)C#N)cc2)c2c3cc(-c4cnc5ccccc5c4)ccc3ncc21. Cell line: A375. Synergy scores: synergy=32.8.